Predict which catalyst facilitates the given reaction. From a dataset of Catalyst prediction with 721,799 reactions and 888 catalyst types from USPTO. The catalyst class is: 1. Product: [C:10]([Si:7]([O:14][CH2:15][CH2:16][O:17][C:24]1[CH:23]=[CH:22][C:21]([N+:26]([O-:28])=[O:27])=[CH:20][C:19]=1[Cl:18])([CH3:9])[CH3:8])([CH3:12])([CH3:13])[CH3:11]. Reactant: CC(C)([O-])C.[K+].[Si:7]([O:14][CH2:15][CH2:16][OH:17])([C:10]([CH3:13])([CH3:12])[CH3:11])([CH3:9])[CH3:8].[Cl:18][C:19]1[CH:20]=[C:21]([N+:26]([O-:28])=[O:27])[CH:22]=[CH:23][C:24]=1F.